This data is from Forward reaction prediction with 1.9M reactions from USPTO patents (1976-2016). The task is: Predict the product of the given reaction. (1) Given the reactants [CH2:1]([O:3][C:4](=[O:18])[CH:5]=[CH:6][C:7]1[C:8](Cl)=[N:9][C:10]([C:13]([F:16])([F:15])[F:14])=[CH:11][CH:12]=1)[CH3:2].[C:19]1(B(O)O)[CH:24]=[CH:23][CH:22]=[CH:21][CH:20]=1.C([O-])([O-])=O.[Cs+].[Cs+].COCCOC, predict the reaction product. The product is: [CH2:1]([O:3][C:4](=[O:18])[CH:5]=[CH:6][C:7]1[C:8]([C:19]2[CH:24]=[CH:23][CH:22]=[CH:21][CH:20]=2)=[N:9][C:10]([C:13]([F:16])([F:15])[F:14])=[CH:11][CH:12]=1)[CH3:2]. (2) The product is: [Cl:1][C:2]1[CH:25]=[CH:24][CH:23]=[C:22]2[C:3]=1[C:4](=[O:5])[N:6]([CH:7]1[CH2:9][CH2:8]1)[C:10]([C@@H:11]([NH:13][C:14](=[O:20])[O:15][C:16]([CH3:19])([CH3:18])[CH3:17])[CH3:12])=[N:26]2. Given the reactants [Cl:1][C:2]1[CH:25]=[CH:24][CH:23]=[C:22]([N+:26]([O-])=O)[C:3]=1[C:4]([N:6]([C:10](=O)[C@@H:11]([NH:13][C:14](=[O:20])[O:15][C:16]([CH3:19])([CH3:18])[CH3:17])[CH3:12])[CH:7]1[CH2:9][CH2:8]1)=[O:5], predict the reaction product. (3) Given the reactants C1(C(=[N:14][C:15]2[C:16](=[O:45])[N:17]([CH2:37][CH2:38][C:39]3[CH:44]=[CH:43][CH:42]=[CH:41][CH:40]=3)[C:18]([C:22]3[CH:27]=[CH:26][CH:25]=[C:24]([O:28][CH2:29][C:30]4[CH:35]=[CH:34][CH:33]=[CH:32][CH:31]=4)[C:23]=3[F:36])=[N:19][C:20]=2[CH3:21])C2C=CC=CC=2)C=CC=CC=1.Cl, predict the reaction product. The product is: [NH2:14][C:15]1[C:16](=[O:45])[N:17]([CH2:37][CH2:38][C:39]2[CH:44]=[CH:43][CH:42]=[CH:41][CH:40]=2)[C:18]([C:22]2[CH:27]=[CH:26][CH:25]=[C:24]([O:28][CH2:29][C:30]3[CH:35]=[CH:34][CH:33]=[CH:32][CH:31]=3)[C:23]=2[F:36])=[N:19][C:20]=1[CH3:21]. (4) Given the reactants [CH2:1]([CH:3]1[C:7]2[C:8]([O:12][C:13]3[N:18]=[CH:17][C:16]([NH2:19])=[CH:15][CH:14]=3)=[CH:9][CH:10]=[CH:11][C:6]=2[CH2:5][O:4]1)[CH3:2].CCN(C(C)C)C(C)C.[CH3:29][C:30]([O:33][C:34]([NH:36][C:37]([CH3:42])([C:39](O)=[O:40])[CH3:38])=[O:35])([CH3:32])[CH3:31].CN(C(ON1N=NC2C=CC=CC1=2)=[N+](C)C)C.[B-](F)(F)(F)F, predict the reaction product. The product is: [CH2:1]([CH:3]1[C:7]2[C:8]([O:12][C:13]3[N:18]=[CH:17][C:16]([NH:19][C:39](=[O:40])[C:37]([NH:36][C:34](=[O:35])[O:33][C:30]([CH3:32])([CH3:31])[CH3:29])([CH3:42])[CH3:38])=[CH:15][CH:14]=3)=[CH:9][CH:10]=[CH:11][C:6]=2[CH2:5][O:4]1)[CH3:2]. (5) Given the reactants Br[C:2]1[CH:3]=[CH:4][C:5]2[S:9](=[O:11])(=[O:10])[NH:8][CH:7]([CH:12]3[CH2:14][CH2:13]3)[C:6]=2[CH:15]=1.[F:16][C:17]1[CH:25]=[C:24]2[C:20]([C:21](B3OC(C)(C)C(C)(C)O3)=[CH:22][N:23]2[C:26]([O:28][C:29]([CH3:32])([CH3:31])[CH3:30])=[O:27])=[CH:19][CH:18]=1.[O-]P([O-])([O-])=O.[K+].[K+].[K+], predict the reaction product. The product is: [CH:12]1([CH:7]2[C:6]3[CH:15]=[C:2]([C:21]4[C:20]5[C:24](=[CH:25][C:17]([F:16])=[CH:18][CH:19]=5)[N:23]([C:26]([O:28][C:29]([CH3:32])([CH3:31])[CH3:30])=[O:27])[CH:22]=4)[CH:3]=[CH:4][C:5]=3[S:9](=[O:11])(=[O:10])[NH:8]2)[CH2:14][CH2:13]1. (6) Given the reactants Br[CH2:2][C:3]1[CH:7]=[C:6]([C:8]2[C:9]([N:14]([C:22]([O:24][C:25]([CH3:28])([CH3:27])[CH3:26])=[O:23])[C:15]([O:17][C:18]([CH3:21])([CH3:20])[CH3:19])=[O:16])=[N:10][CH:11]=[CH:12][CH:13]=2)[O:5][N:4]=1.[N:29]1[CH:34]=[CH:33][CH:32]=[CH:31][C:30]=1[O:35][CH2:36][C:37]1[CH:42]=[CH:41][C:40](B(O)O)=[CH:39][CH:38]=1.P([O-])([O-])([O-])=O.[K+].[K+].[K+].C1(P(C2C=CC=CC=2)C2C=CC=CC=2)C=CC=CC=1.CC1C=C(C2C(N(C(OC(C)(C)C)=O)C(OC(C)(C)C)=O)=NC=CC=2)ON=1, predict the reaction product. The product is: [N:29]1[CH:34]=[CH:33][CH:32]=[CH:31][C:30]=1[O:35][CH2:36][C:37]1[CH:38]=[CH:39][C:40]([CH2:2][C:3]2[CH:7]=[C:6]([C:8]3[C:9]([N:14]([C:22]([O:24][C:25]([CH3:28])([CH3:27])[CH3:26])=[O:23])[C:15]([O:17][C:18]([CH3:21])([CH3:20])[CH3:19])=[O:16])=[N:10][CH:11]=[CH:12][CH:13]=3)[O:5][N:4]=2)=[CH:41][CH:42]=1.